This data is from Forward reaction prediction with 1.9M reactions from USPTO patents (1976-2016). The task is: Predict the product of the given reaction. (1) Given the reactants Cl[C:2]1[C:7]([C:8]([O:10][CH2:11][CH3:12])=[O:9])=[C:6]([CH3:13])[N:5]=[C:4]([S:14][CH3:15])[N:3]=1.[CH2:16]([N:18](CC)CC)[CH3:17].C(N)C, predict the reaction product. The product is: [CH2:16]([NH:18][C:2]1[C:7]([C:8]([O:10][CH2:11][CH3:12])=[O:9])=[C:6]([CH3:13])[N:5]=[C:4]([S:14][CH3:15])[N:3]=1)[CH3:17]. (2) Given the reactants [CH2:1]([C:3]1[N:13]([C:14]2[CH:19]=[CH:18][C:17]([CH2:20][CH:21]([N:23]([S:27]([C:30]3[CH:35]=[CH:34][C:33]([CH3:36])=[CH:32][CH:31]=3)(=[O:29])=[O:28])[C:24](=[O:26])[O-:25])[CH3:22])=[CH:16][CH:15]=2)[C:6]2=[N:7][C:8]([CH3:12])=[CH:9][C:10]([CH3:11])=[C:5]2[N:4]=1)[CH3:2].[ClH:37], predict the reaction product. The product is: [ClH:37].[CH2:1]([C:3]1[N:13]([C:14]2[CH:15]=[CH:16][C:17]([CH2:20][CH:21]([N:23]([S:27]([C:30]3[CH:31]=[CH:32][C:33]([CH3:36])=[CH:34][CH:35]=3)(=[O:28])=[O:29])[C:24](=[O:25])[OH:26])[CH3:22])=[CH:18][CH:19]=2)[C:6]2=[N:7][C:8]([CH3:12])=[CH:9][C:10]([CH3:11])=[C:5]2[N:4]=1)[CH3:2]. (3) Given the reactants C(O[C:9]([C@H:11]1[CH2:15][CH2:14][CH2:13][C@@H:12]1[C:16]([OH:18])=[O:17])=[O:10])C1C=CC=CC=1.[C:19]([C:23]1[CH:24]=[C:25]([NH:29][C:30](=[O:43])[C:31]2[CH:36]=[CH:35][C:34]([CH:37]3[CH2:42][CH2:41][NH:40][CH2:39][CH2:38]3)=[CH:33][CH:32]=2)[CH:26]=[CH:27][CH:28]=1)([CH3:22])([CH3:21])[CH3:20].C(C1C=C(NC(C2C=CC(N3CCN(C([C@H]4CCC[C@@H]4C(O)=O)=O)CC3)=NC=2)=O)C=CC=1)(C)(C)C, predict the reaction product. The product is: [C:19]([C:23]1[CH:24]=[C:25]([NH:29][C:30]([C:31]2[CH:32]=[CH:33][C:34]([CH:37]3[CH2:38][CH2:39][N:40]([C:9]([C@@H:11]4[CH2:15][CH2:14][CH2:13][C@H:12]4[C:16]([OH:18])=[O:17])=[O:10])[CH2:41][CH2:42]3)=[CH:35][CH:36]=2)=[O:43])[CH:26]=[CH:27][CH:28]=1)([CH3:22])([CH3:20])[CH3:21]. (4) The product is: [C:1]([NH:4][CH2:5][CH2:6][NH:7][C:8]([C:10]1[C:18]2[N:17]=[C:16]([C:19]3[S:20][CH:21]=[CH:22][CH:23]=3)[NH:15][C:14]=2[C:13]([OH:24])=[CH:12][CH:11]=1)=[O:9])(=[O:3])[CH3:2]. Given the reactants [C:1]([NH:4][CH2:5][CH2:6][NH:7][C:8]([C:10]1[C:18]2[N:17]=[C:16]([C:19]3[S:20][CH:21]=[CH:22][CH:23]=3)[NH:15][C:14]=2[C:13]([O:24]C)=[CH:12][CH:11]=1)=[O:9])(=[O:3])[CH3:2].B(Br)(Br)Br, predict the reaction product.